Dataset: Forward reaction prediction with 1.9M reactions from USPTO patents (1976-2016). Task: Predict the product of the given reaction. (1) Given the reactants [F:1][C:2]([F:13])([F:12])[C:3]1[CH:8]=[CH:7][C:6](B(O)O)=[CH:5][CH:4]=1.COC1C=CC([N:22]2[CH:26]=[CH:25][CH:24]=[N:23]2)=CC=1, predict the reaction product. The product is: [F:1][C:2]([F:13])([F:12])[C:3]1[CH:8]=[CH:7][C:6]([N:22]2[CH:26]=[CH:25][CH:24]=[N:23]2)=[CH:5][CH:4]=1. (2) Given the reactants Cl.Cl.[NH2:3][C@@H:4]1[C:18](=[O:19])[N:17]2[CH2:20][C@H:21]([O:23][C:24]3[C:33]4[C:28](=[C:29]([CH3:36])[C:30]([O:34][CH3:35])=[CH:31][CH:32]=4)[N:27]=[C:26]([C:37]4[S:38][CH:39]=[C:40]([CH:42]([CH3:44])[CH3:43])[N:41]=4)[CH:25]=3)[CH2:22][C@H:16]2[C:15](=[O:45])[NH:14][C@:13]2([C:47]([NH:49][S:50]([CH:53]3[CH2:55][CH2:54]3)(=[O:52])=[O:51])=[O:48])[CH2:46][C@H:12]2[CH:11]=[CH:10][CH2:9][CH2:8][CH2:7][CH2:6][CH2:5]1.C(N(CC)C(C)C)(C)C.Cl[C:66](Cl)([O:68]C(=O)OC(Cl)(Cl)Cl)Cl.[NH:77]1[CH2:82][CH2:81][CH:80]([CH2:83][OH:84])[CH2:79][CH2:78]1, predict the reaction product. The product is: [CH:53]1([S:50]([NH:49][C:47]([C@@:13]23[CH2:46][C@H:12]2[CH:11]=[CH:10][CH2:9][CH2:8][CH2:7][CH2:6][CH2:5][C@H:4]([NH:3][C:66]([N:77]2[CH2:82][CH2:81][CH:80]([CH2:83][OH:84])[CH2:79][CH2:78]2)=[O:68])[C:18](=[O:19])[N:17]2[CH2:20][C@H:21]([O:23][C:24]4[C:33]5[C:28](=[C:29]([CH3:36])[C:30]([O:34][CH3:35])=[CH:31][CH:32]=5)[N:27]=[C:26]([C:37]5[S:38][CH:39]=[C:40]([CH:42]([CH3:43])[CH3:44])[N:41]=5)[CH:25]=4)[CH2:22][C@H:16]2[C:15](=[O:45])[NH:14]3)=[O:48])(=[O:51])=[O:52])[CH2:54][CH2:55]1. (3) Given the reactants [CH2:1]([NH:8][C:9](=[O:12])[CH2:10]Cl)[C:2]1[CH:7]=[CH:6][CH:5]=[CH:4][CH:3]=1.CCN(C(C)C)C(C)C.[F:22][C:23]1[CH:29]=[C:28]([F:30])[CH:27]=[CH:26][C:24]=1[NH2:25], predict the reaction product. The product is: [CH2:1]([NH:8][C:9](=[O:12])[CH2:10][NH:25][C:24]1[CH:26]=[CH:27][C:28]([F:30])=[CH:29][C:23]=1[F:22])[C:2]1[CH:7]=[CH:6][CH:5]=[CH:4][CH:3]=1. (4) Given the reactants [F:1][C:2]1[CH:3]=[C:4]([CH:32]=[CH:33][C:34]=1[CH3:35])[CH2:5][NH:6][CH:7]1[CH2:12][CH2:11][N:10]([CH2:13][CH2:14][N:15]2[C:24]3[C:19](=[CH:20][CH:21]=[C:22]([O:25][CH3:26])[CH:23]=3)[C:18]([C:27]([NH:29][CH3:30])=[O:28])=[CH:17][C:16]2=[O:31])[CH2:9][CH2:8]1.[ClH:36].C(OCC)(=O)C, predict the reaction product. The product is: [ClH:36].[F:1][C:2]1[CH:3]=[C:4]([CH:32]=[CH:33][C:34]=1[CH3:35])[CH2:5][NH:6][CH:7]1[CH2:8][CH2:9][N:10]([CH2:13][CH2:14][N:15]2[C:24]3[C:19](=[CH:20][CH:21]=[C:22]([O:25][CH3:26])[CH:23]=3)[C:18]([C:27]([NH:29][CH3:30])=[O:28])=[CH:17][C:16]2=[O:31])[CH2:11][CH2:12]1. (5) The product is: [BrH:1].[CH3:25][NH:26][C:27]1[S:28][C:2]2[CH2:8][CH2:7][CH2:6][C:5]3[CH:9]=[C:10]([N:13]4[CH2:17][C@H:16]([CH2:18][NH:19][C:20](=[O:22])[CH3:21])[O:15][C:14]4=[O:23])[CH:11]=[CH:12][C:4]=3[C:3]=2[N:29]=1. Given the reactants [Br:1][CH:2]1[CH2:8][CH2:7][CH2:6][C:5]2[CH:9]=[C:10]([N:13]3[CH2:17][C@H:16]([CH2:18][NH:19][C:20](=[O:22])[CH3:21])[O:15][C:14]3=[O:23])[CH:11]=[CH:12][C:4]=2[C:3]1=O.[CH3:25][NH:26][C:27]([NH2:29])=[S:28], predict the reaction product.